This data is from Forward reaction prediction with 1.9M reactions from USPTO patents (1976-2016). The task is: Predict the product of the given reaction. (1) Given the reactants [C:1]([N:5]1[C:9]2[N:10]=[C:11]([NH:14][C:15](=[O:23])[C:16]3[CH:21]=[CH:20][C:19]([CH3:22])=[CH:18][CH:17]=3)[N:12]=[CH:13][C:8]=2[C:7](I)=[CH:6]1)([CH3:4])([CH3:3])[CH3:2].[NH2:25][CH2:26][C:27]1[CH:32]=[CH:31][CH:30]=[CH:29][N:28]=1.CN([CH:36]=[O:37])C, predict the reaction product. The product is: [N:28]1[CH:29]=[CH:30][CH:31]=[CH:32][C:27]=1[CH2:26][NH:25][C:36]([C:7]1[C:8]2[CH:13]=[N:12][C:11]([NH:14][C:15](=[O:23])[C:16]3[CH:21]=[CH:20][C:19]([CH3:22])=[CH:18][CH:17]=3)=[N:10][C:9]=2[N:5]([C:1]([CH3:4])([CH3:3])[CH3:2])[CH:6]=1)=[O:37]. (2) Given the reactants C1C2C(COC(=O)[NH:17][C@H:18]3[CH2:23][CH2:22][CH2:21][C:20]([F:25])([F:24])[C@@H:19]3[NH:26][C:27]([C:29]3[S:30][C:31]([CH:43]([F:45])[F:44])=[C:32]([C:34]4[N:38]5[N:39]=[CH:40][CH:41]=[CH:42][C:37]5=[N:36][CH:35]=4)[CH:33]=3)=[O:28])C3C(=CC=CC=3)C=2C=CC=1.N1CCCCC1, predict the reaction product. The product is: [NH2:17][C@@H:18]1[C@@H:19]([NH:26][C:27]([C:29]2[S:30][C:31]([CH:43]([F:44])[F:45])=[C:32]([C:34]3[N:38]4[N:39]=[CH:40][CH:41]=[CH:42][C:37]4=[N:36][CH:35]=3)[CH:33]=2)=[O:28])[C:20]([F:24])([F:25])[CH2:21][CH2:22][CH2:23]1. (3) Given the reactants [CH2:1]([O:3][C:4](=[O:18])[CH:5]([O:15][CH2:16][CH3:17])[CH2:6][C:7]1[CH:12]=[CH:11][C:10]([OH:13])=[C:9]([F:14])[CH:8]=1)[CH3:2].[C:19]([C:23]1[CH:28]=[CH:27][C:26]([C:29]2[S:30][CH:31]=[C:32]([CH2:34]Cl)[N:33]=2)=[CH:25][CH:24]=1)([CH3:22])([CH3:21])[CH3:20].C(=O)([O-])[O-].[Cs+].[Cs+], predict the reaction product. The product is: [CH2:1]([O:3][C:4](=[O:18])[CH:5]([O:15][CH2:16][CH3:17])[CH2:6][C:7]1[CH:12]=[CH:11][C:10]([O:13][CH2:34][C:32]2[N:33]=[C:29]([C:26]3[CH:27]=[CH:28][C:23]([C:19]([CH3:22])([CH3:21])[CH3:20])=[CH:24][CH:25]=3)[S:30][CH:31]=2)=[C:9]([F:14])[CH:8]=1)[CH3:2]. (4) Given the reactants [CH3:1][O:2][C:3]1[CH:4]=[C:5]([CH:18]=[CH:19][C:20]=1[O:21][CH3:22])[CH2:6][C:7]1[C:11]2[N:12]=[C:13]([NH2:17])[NH:14][C:15](=O)[C:10]=2[NH:9][CH:8]=1.CN(C)C1C=CC=CC=1.[Cl-].O=P(Cl)(Cl)[Cl:35], predict the reaction product. The product is: [CH3:1][O:2][C:3]1[CH:4]=[C:5]([CH:18]=[CH:19][C:20]=1[O:21][CH3:22])[CH2:6][C:7]1[C:11]2[N:12]=[C:13]([NH2:17])[N:14]=[C:15]([Cl:35])[C:10]=2[NH:9][CH:8]=1. (5) Given the reactants [CH3:1][C:2]1[CH:3]=[C:4]2[C:9](=[C:10]([N+:12]([O-])=O)[CH:11]=1)[N:8]=[CH:7][CH:6]=[CH:5]2.O.O.Cl[Sn]Cl.[OH-].[K+], predict the reaction product. The product is: [CH3:1][C:2]1[CH:3]=[C:4]2[C:9](=[C:10]([NH2:12])[CH:11]=1)[N:8]=[CH:7][CH:6]=[CH:5]2. (6) Given the reactants [CH:1]([N:4]([CH3:46])[C@@H:5]1[CH2:10][CH2:9][C@H:8]([NH:11][C:12](=[O:35])[CH2:13][C:14]([NH:16][C:17]2[CH:22]=[C:21]([C:23]([F:26])([F:25])[F:24])[CH:20]=[CH:19][C:18]=2[NH:27]C(=O)OC(C)(C)C)=[O:15])[C@H:7]([CH2:36][S:37]([C:40]2[CH:45]=[CH:44][CH:43]=[CH:42][CH:41]=2)(=[O:39])=[O:38])[CH2:6]1)([CH3:3])[CH3:2].C(O)(C(F)(F)F)=O, predict the reaction product. The product is: [NH2:27][C:18]1[CH:19]=[CH:20][C:21]([C:23]([F:26])([F:24])[F:25])=[CH:22][C:17]=1[NH:16][C:14](=[O:15])[CH2:13][C:12]([NH:11][C@H:8]1[CH2:9][CH2:10][C@@H:5]([N:4]([CH:1]([CH3:2])[CH3:3])[CH3:46])[CH2:6][C@H:7]1[CH2:36][S:37]([C:40]1[CH:45]=[CH:44][CH:43]=[CH:42][CH:41]=1)(=[O:38])=[O:39])=[O:35]. (7) Given the reactants [CH2:1]([N:8]1[CH2:13][CH2:12][C:11](=O)[CH2:10][CH2:9]1)[C:2]1[CH:7]=[CH:6][CH:5]=[CH:4][CH:3]=1.C(OP([CH2:23][C:24]1[CH:29]=[CH:28][C:27]([C:30]#[N:31])=[CH:26][CH:25]=1)(=O)OCC)C.CN(C)C=O.C(O)C, predict the reaction product. The product is: [CH2:1]([N:8]1[CH2:13][CH2:12][C:11](=[CH:23][C:24]2[CH:29]=[CH:28][C:27]([C:30]#[N:31])=[CH:26][CH:25]=2)[CH2:10][CH2:9]1)[C:2]1[CH:7]=[CH:6][CH:5]=[CH:4][CH:3]=1.